Dataset: Catalyst prediction with 721,799 reactions and 888 catalyst types from USPTO. Task: Predict which catalyst facilitates the given reaction. (1) Reactant: [Cl:1][C:2]1[CH:7]=[CH:6][C:5]([C:8]2[N:12]([CH2:13][C:14]3[CH:19]=[CH:18][CH:17]=[CH:16][C:15]=3[F:20])[C:11](=[O:21])[N:10]([CH2:22][C:23](O)=[O:24])[N:9]=2)=[CH:4][CH:3]=1.[C:26](=[O:42])([O:28][CH:29]([C:32]1[CH:37]=[CH:36][CH:35]=[CH:34][C:33]=1[C:38]([F:41])([F:40])[F:39])[CH2:30][NH2:31])[NH2:27].C(Cl)CCl.C1C=CC2N(O)N=NC=2C=1.Cl. Product: [C:26](=[O:42])([O:28][CH:29]([C:32]1[CH:37]=[CH:36][CH:35]=[CH:34][C:33]=1[C:38]([F:41])([F:40])[F:39])[CH2:30][NH:31][C:23](=[O:24])[CH2:22][N:10]1[C:11](=[O:21])[N:12]([CH2:13][C:14]2[CH:19]=[CH:18][CH:17]=[CH:16][C:15]=2[F:20])[C:8]([C:5]2[CH:4]=[CH:3][C:2]([Cl:1])=[CH:7][CH:6]=2)=[N:9]1)[NH2:27]. The catalyst class is: 3. (2) Reactant: CO[C:3]([C:5]1[C:6](=[O:23])[O:7][C:8]2[C:13]([C:14]=1[OH:15])=[CH:12][CH:11]=[C:10]([O:16][CH:17]1[CH2:22][CH2:21][CH2:20][CH2:19][CH2:18]1)[CH:9]=2)=[O:4].[NH2:24][C@H:25]([C:27]([OH:29])=[O:28])[CH3:26].C[O-].[Na+]. Product: [CH:17]1([O:16][C:10]2[CH:9]=[C:8]3[C:13]([C:14]([OH:15])=[C:5]([C:3]([NH:24][C@@H:25]([CH3:26])[C:27]([OH:29])=[O:28])=[O:4])[C:6](=[O:23])[O:7]3)=[CH:12][CH:11]=2)[CH2:22][CH2:21][CH2:20][CH2:19][CH2:18]1. The catalyst class is: 141.